This data is from Reaction yield outcomes from USPTO patents with 853,638 reactions. The task is: Predict the reaction yield, written as a fraction of the theoretical maximum amount of product (1.0 means a 100% yield; for example, 0.34 means a 34% yield). (1) The reactants are [CH2:1]([O:3][C:4]1[CH:11]=[CH:10][C:7]([CH:8]=O)=[CH:6][CH:5]=1)[CH3:2].[C:12]([NH:15][NH2:16])([NH2:14])=[NH:13].[ClH:17]. No catalyst specified. The product is [ClH:17].[CH2:1]([O:3][C:4]1[CH:11]=[CH:10][C:7]([CH:8]=[N:16][NH:15][C:12]([NH2:14])=[NH:13])=[CH:6][CH:5]=1)[CH3:2]. The yield is 0.600. (2) The reactants are [CH:1]1[C:14]2[N:13]([CH2:15][CH2:16][OH:17])[C:12]3[C:7](=[CH:8][CH:9]=[CH:10][CH:11]=3)[O:6][C:5]=2[CH:4]=[CH:3][CH:2]=1.C(N(CC)CC)C.[CH3:25][S:26](Cl)(=[O:28])=[O:27].O. The catalyst is ClCCl. The product is [CH3:25][S:26]([O:17][CH2:16][CH2:15][N:13]1[C:14]2[CH:1]=[CH:2][CH:3]=[CH:4][C:5]=2[O:6][C:7]2[C:12]1=[CH:11][CH:10]=[CH:9][CH:8]=2)(=[O:28])=[O:27]. The yield is 0.920.